This data is from Forward reaction prediction with 1.9M reactions from USPTO patents (1976-2016). The task is: Predict the product of the given reaction. (1) Given the reactants [O:1]1[C:9]2[C:4](=[N:5][CH:6]=[CH:7][CH:8]=2)[NH:3][C:2]1=[O:10].N([CH2:14][CH2:15][CH2:16][CH2:17][CH2:18][CH2:19][CH2:20][CH3:21])=C=O, predict the reaction product. The product is: [O:10]=[C:2]1[NH:3][C:4]2=[N:5][CH:6]=[CH:7][CH:8]=[C:9]2[O:1]1.[CH3:21][CH2:20][CH:19]([C:2]([NH2:3])=[O:1])[CH2:18][CH2:17][CH2:16][CH2:15][CH3:14]. (2) Given the reactants [Cl:1][C:2]1[N:7]=[C:6]([CH:8]=C)[C:5]([O:10][CH3:11])=[C:4]([Cl:12])[N:3]=1.ClCCl.C[OH:17], predict the reaction product. The product is: [Cl:1][C:2]1[N:7]=[C:6]([CH:8]=[O:17])[C:5]([O:10][CH3:11])=[C:4]([Cl:12])[N:3]=1. (3) Given the reactants [Mg].[CH:2]([C:5]1[CH:10]=[C:9]([CH:11]([CH3:13])[CH3:12])[CH:8]=[C:7]([CH:14]([CH3:16])[CH3:15])[C:6]=1Br)([CH3:4])[CH3:3].BrCCBr.[CH3:22][O:23][C:24]1[CH:29]=[CH:28][C:27]([O:30][CH3:31])=[CH:26][C:25]=1F.[Li]CCCC.[I:38]I, predict the reaction product. The product is: [I:38][C:25]1[C:24]([O:23][CH3:22])=[CH:29][CH:28]=[C:27]([O:30][CH3:31])[C:26]=1[C:6]1[C:5]([CH:2]([CH3:4])[CH3:3])=[CH:10][C:9]([CH:11]([CH3:13])[CH3:12])=[CH:8][C:7]=1[CH:14]([CH3:16])[CH3:15]. (4) Given the reactants C(OP([CH:9]([C:12]1[CH:17]=[CH:16][C:15]([Br:18])=[CH:14][CH:13]=1)[O:10][CH3:11])(=O)OCC)C.[H-].[Na+].[N:21]1[CH:26]=[CH:25][CH:24]=[N:23][C:22]=1[N:27]1[CH:32]2[CH2:33][CH2:34][CH:28]1[CH2:29][C:30](=O)[CH2:31]2, predict the reaction product. The product is: [Br:18][C:15]1[CH:14]=[CH:13][C:12]([C:9]([O:10][CH3:11])=[C:30]2[CH2:31][CH:32]3[N:27]([C:22]4[N:21]=[CH:26][CH:25]=[CH:24][N:23]=4)[CH:28]([CH2:34][CH2:33]3)[CH2:29]2)=[CH:17][CH:16]=1. (5) The product is: [Br:1][C:2]1[CH:18]=[CH:17][C:16]([O:19][CH3:20])=[CH:15][C:3]=1[CH2:4][CH:5]1[CH2:10][CH2:9][N:8]([CH2:11][CH2:12][CH2:13][N:14]2[CH2:22][C:23]3[C:24](=[CH:29][CH:30]=[CH:31][CH:32]=3)[C:25]2=[O:26])[CH2:7][CH2:6]1. Given the reactants [Br:1][C:2]1[CH:18]=[CH:17][C:16]([O:19][CH3:20])=[CH:15][C:3]=1[CH2:4][CH:5]1[CH2:10][CH2:9][N:8]([CH2:11][CH2:12][CH2:13][NH2:14])[CH2:7][CH2:6]1.Br[CH2:22][C:23]1[CH:32]=[CH:31][CH:30]=[CH:29][C:24]=1[C:25](OC)=[O:26].C(N(CC)CC)C, predict the reaction product.